This data is from Full USPTO retrosynthesis dataset with 1.9M reactions from patents (1976-2016). The task is: Predict the reactants needed to synthesize the given product. (1) The reactants are: C([O:5][C:6](=[O:28])[CH2:7][O:8][C:9]1[CH:17]=[C:16]2[C:12]([CH:13]=[C:14]([C:19]([O:21][CH2:22][CH3:23])=[O:20])[N:15]2[CH3:18])=[C:11]([C:24]([F:27])([F:26])[F:25])[CH:10]=1)(C)(C)C.S(=O)(=O)(O)O. Given the product [CH2:22]([O:21][C:19]([C:14]1[N:15]([CH3:18])[C:16]2[C:12]([CH:13]=1)=[C:11]([C:24]([F:25])([F:27])[F:26])[CH:10]=[C:9]([O:8][CH2:7][C:6]([OH:28])=[O:5])[CH:17]=2)=[O:20])[CH3:23], predict the reactants needed to synthesize it. (2) Given the product [C:1]([O:5][C:6]([N:8]1[CH2:20][C@@H:19]([CH3:21])[N:18]2[C@H:10]([CH2:11][C:12]3[C:17]2=[N:16][C:15]([CH:22]=[O:23])=[CH:14][CH:13]=3)[CH2:9]1)=[O:7])([CH3:3])([CH3:2])[CH3:4], predict the reactants needed to synthesize it. The reactants are: [C:1]([O:5][C:6]([N:8]1[CH2:20][C@@H:19]([CH3:21])[N:18]2[C@H:10]([CH2:11][C:12]3[C:17]2=[N:16][C:15]([CH2:22][OH:23])=[CH:14][CH:13]=3)[CH2:9]1)=[O:7])([CH3:4])([CH3:3])[CH3:2].